From a dataset of Forward reaction prediction with 1.9M reactions from USPTO patents (1976-2016). Predict the product of the given reaction. (1) The product is: [F:30][C:28]1[CH:27]=[C:4]([CH:3]=[C:2]([F:1])[CH:29]=1)[CH2:5][C:6]1([CH3:26])[C:14]2[C:9](=[CH:10][CH:11]=[C:12]([C:15]3[CH:20]=[CH:19][CH:18]=[C:17]([C:21]([F:22])([F:23])[F:24])[CH:16]=3)[CH:13]=2)[N:8]([CH2:34][C:35]2[N:39]=[CH:38][N:37]([CH3:40])[N:36]=2)[C:7]1=[O:25]. Given the reactants [F:1][C:2]1[CH:3]=[C:4]([CH:27]=[C:28]([F:30])[CH:29]=1)[CH2:5][C:6]1([CH3:26])[C:14]2[C:9](=[CH:10][CH:11]=[C:12]([C:15]3[CH:20]=[CH:19][CH:18]=[C:17]([C:21]([F:24])([F:23])[F:22])[CH:16]=3)[CH:13]=2)[NH:8][C:7]1=[O:25].[H-].[Na+].Cl[CH2:34][C:35]1[N:39]=[CH:38][N:37]([CH3:40])[N:36]=1, predict the reaction product. (2) Given the reactants [Mg].[C:2]1([CH2:8][CH2:9][C:10](=[O:14])[CH2:11][CH2:12][CH3:13])[CH:7]=[CH:6][CH:5]=[CH:4][CH:3]=1.Cl[CH2:16][C:17]([O:19][CH2:20][CH3:21])=[O:18].Cl[Si](C)(C)C.Cl, predict the reaction product. The product is: [OH:14][C:10]([CH2:9][CH2:8][C:2]1[CH:7]=[CH:6][CH:5]=[CH:4][CH:3]=1)([CH2:11][CH2:12][CH3:13])[CH2:16][C:17]([O:19][CH2:20][CH3:21])=[O:18]. (3) Given the reactants [Br:1][C:2]1[N:7]=[C:6]([C@:8]([NH:20]S(C2C=CC([N+]([O-])=O)=CC=2)(=O)=O)([CH3:19])[CH2:9][O:10][C@@:11]([C:17]#[N:18])([CH3:16])[C:12]([F:15])([F:14])[F:13])[C:5]([F:33])=[CH:4][CH:3]=1.C(N[C@H](C(O)=O)CS)(=O)C.C([O-])([O-])=O.[K+].[K+], predict the reaction product. The product is: [Br:1][C:2]1[N:7]=[C:6]([C@:8]2([CH3:19])[CH2:9][O:10][C@@:11]([CH3:16])([C:12]([F:15])([F:14])[F:13])[C:17]([NH2:18])=[N:20]2)[C:5]([F:33])=[CH:4][CH:3]=1.